From a dataset of Full USPTO retrosynthesis dataset with 1.9M reactions from patents (1976-2016). Predict the reactants needed to synthesize the given product. (1) Given the product [Cl:1][C:2]1[N:3]=[C:4]([CH3:26])[N:5]=[C:6]2[C:7]=1[N:8]=[C:9]([C:10]1[CH:15]=[CH:14][CH:13]=[CH:12][C:11]=1[F:16])[N:18]2[C:19]1[CH:24]=[CH:23][C:22]([Cl:25])=[CH:21][CH:20]=1, predict the reactants needed to synthesize it. The reactants are: [Cl:1][C:2]1[C:7]([NH:8][C:9](=O)[C:10]2[CH:15]=[CH:14][CH:13]=[CH:12][C:11]=2[F:16])=[C:6]([NH:18][C:19]2[CH:24]=[CH:23][C:22]([Cl:25])=[CH:21][CH:20]=2)[N:5]=[C:4]([CH3:26])[N:3]=1. (2) Given the product [C:6]([NH:9][C:10]1[C:19]([C@H:20]2[CH2:24][CH2:23][O:22][C@H:21]2[CH2:25][O:26][S:2]([CH3:1])(=[O:4])=[O:3])=[CH:18][CH:17]=[C:16]([NH:27][C:28](=[O:33])[C:29]([CH3:32])([CH3:31])[CH3:30])[C:11]=1[C:12]([O:14][CH3:15])=[O:13])(=[O:8])[CH3:7], predict the reactants needed to synthesize it. The reactants are: [CH3:1][S:2](Cl)(=[O:4])=[O:3].[C:6]([NH:9][C:10]1[C:19]([C@H:20]2[CH2:24][CH2:23][O:22][C@H:21]2[CH2:25][OH:26])=[CH:18][CH:17]=[C:16]([NH:27][C:28](=[O:33])[C:29]([CH3:32])([CH3:31])[CH3:30])[C:11]=1[C:12]([O:14][CH3:15])=[O:13])(=[O:8])[CH3:7].C(N(CC)CC)C. (3) The reactants are: [Cl:1][C:2]1[CH:3]=[C:4]([C:24]2[N:32]=[C:31]([CH3:33])[N:30]=[C:29]3[C:25]=2[N:26]=[CH:27][N:28]3C2CCCCO2)[C:5]([NH:8][C:9]2[C:10]3[CH:11]=[N:12][N:13](C4CCCCO4)[C:14]=3[CH:15]=[CH:16][CH:17]=2)=[N:6][CH:7]=1.C12(CS(O)(=O)=O)C(C)(C)C(CC1)CC2=O. Given the product [Cl:1][C:2]1[CH:3]=[C:4]([C:24]2[N:32]=[C:31]([CH3:33])[N:30]=[C:29]3[C:25]=2[N:26]=[CH:27][NH:28]3)[C:5]([NH:8][C:9]2[C:10]3[CH:11]=[N:12][NH:13][C:14]=3[CH:15]=[CH:16][CH:17]=2)=[N:6][CH:7]=1, predict the reactants needed to synthesize it. (4) Given the product [Cl:15][C:3]1[C:2]([NH:20][S:17]([CH3:16])(=[O:19])=[O:18])=[CH:14][C:6]2[S:7][C:8]([C:10]([O:12][CH3:13])=[O:11])=[CH:9][C:5]=2[CH:4]=1, predict the reactants needed to synthesize it. The reactants are: Br[C:2]1[C:3]([Cl:15])=[CH:4][C:5]2[CH:9]=[C:8]([C:10]([O:12][CH3:13])=[O:11])[S:7][C:6]=2[CH:14]=1.[CH3:16][S:17]([NH2:20])(=[O:19])=[O:18].CC1(C)C2C(=C(P(C3C=CC=CC=3)C3C=CC=CC=3)C=CC=2)OC2C(P(C3C=CC=CC=3)C3C=CC=CC=3)=CC=CC1=2.C([O-])([O-])=O.[Cs+].[Cs+]. (5) Given the product [ClH:11].[CH3:1][C:2]1[CH:7]=[CH:6][N:5]=[CH:4][C:3]=1[C:8]1[S:10][CH:12]=[C:13]([C:15]2[CH:20]=[CH:19][C:18]([Cl:21])=[CH:17][C:16]=2[Cl:22])[N:9]=1, predict the reactants needed to synthesize it. The reactants are: [CH3:1][C:2]1[CH:7]=[CH:6][N:5]=[CH:4][C:3]=1[C:8](=[S:10])[NH2:9].[Cl:11][CH2:12][C:13]([C:15]1[CH:20]=[CH:19][C:18]([Cl:21])=[CH:17][C:16]=1[Cl:22])=O.CO.ClCCl. (6) Given the product [Cl:19][C:16]1[CH:17]=[CH:18][C:13]([C:11]2[N:1]=[C:2]3[N:6]([CH:10]=2)[CH:5]=[C:4]([CH:7]=[O:8])[S:3]3)=[CH:14][CH:15]=1, predict the reactants needed to synthesize it. The reactants are: [NH2:1][C:2]1[S:3][C:4]([CH:7]=[O:8])=[CH:5][N:6]=1.Br[CH2:10][C:11]([C:13]1[CH:18]=[CH:17][C:16]([Cl:19])=[CH:15][CH:14]=1)=O. (7) Given the product [Cl:3][C:4]1[CH:24]=[C:23]([N:25]([C:33]([O:34][CH2:35][CH3:36])=[O:37])[CH3:26])[CH:22]=[CH:21][C:5]=1[CH2:6][N:7]1[C:11]2=[N:12][C:13]([C:16]([O:18][CH3:19])=[O:17])=[CH:14][CH:15]=[C:10]2[N:9]=[C:8]1[CH3:20], predict the reactants needed to synthesize it. The reactants are: Cl.Cl.[Cl:3][C:4]1[CH:24]=[C:23]([NH:25][CH3:26])[CH:22]=[CH:21][C:5]=1[CH2:6][N:7]1[C:11]2=[N:12][C:13]([C:16]([O:18][CH3:19])=[O:17])=[CH:14][CH:15]=[C:10]2[N:9]=[C:8]1[CH3:20].N1C=CC=CC=1.[C:33](Cl)(=[O:37])[O:34][CH2:35][CH3:36]. (8) Given the product [NH2:39][C:40]1[C:58]([CH3:59])=[CH:57][C:43]([O:44][C:45]2[CH:46]=[CH:47][C:48]3[N:52]=[C:51]([CH2:53][O:54][C:62]4[CH:63]=[N:64][CH:65]=[C:66]([CH:71]=4)[C:67]([O:69][CH3:70])=[O:68])[N:50]([CH3:55])[C:49]=3[CH:56]=2)=[CH:42][C:41]=1[CH3:60], predict the reactants needed to synthesize it. The reactants are: C(P(CCCC)CCCC)CCC.N(C(N1CCCCC1)=O)=NC(N1CCCCC1)=O.C(OC([NH:39][C:40]1[C:58]([CH3:59])=[CH:57][C:43]([O:44][C:45]2[CH:46]=[CH:47][C:48]3[N:52]=[C:51]([CH2:53][OH:54])[N:50]([CH3:55])[C:49]=3[CH:56]=2)=[CH:42][C:41]=1[CH3:60])=O)(C)(C)C.O[C:62]1[CH:63]=[N:64][CH:65]=[C:66]([CH:71]=1)[C:67]([O:69][CH3:70])=[O:68].